From a dataset of Reaction yield outcomes from USPTO patents with 853,638 reactions. Predict the reaction yield, written as a fraction of the theoretical maximum amount of product (1.0 means a 100% yield; for example, 0.34 means a 34% yield). (1) The reactants are C([O:3][C:4](=[O:16])[CH2:5][CH2:6][CH2:7][N:8]1[CH:13]([CH3:14])[CH2:12][CH2:11][CH2:10][CH:9]1[CH3:15])C.[OH-].[Na+].Cl. The catalyst is O.CO. The product is [CH3:14][CH:13]1[CH2:12][CH2:11][CH2:10][CH:9]([CH3:15])[N:8]1[CH2:7][CH2:6][CH2:5][C:4]([OH:16])=[O:3]. The yield is 0.510. (2) The reactants are [OH-].[K+:2].C[O:4][C:5]([C:7]1[CH:8]=[C:9]([C:17]#[C:18][C:19]23[CH2:28][CH:23]4[CH2:24][CH:25]([CH2:27][CH:21]([CH2:22]4)[CH2:20]2)[CH2:26]3)[CH:10]=[C:11]([C:13]([O:15]C)=[O:14])[CH:12]=1)=[O:6]. The catalyst is C(O)CCC. The product is [K+:2].[K+:2].[C:19]12([C:18]#[C:17][C:9]3[CH:10]=[C:11]([C:13]([O-:15])=[O:14])[CH:12]=[C:7]([CH:8]=3)[C:5]([O-:6])=[O:4])[CH2:20][CH:21]3[CH2:22][CH:23]([CH2:24][CH:25]([CH2:27]3)[CH2:26]1)[CH2:28]2. The yield is 0.970.